This data is from Full USPTO retrosynthesis dataset with 1.9M reactions from patents (1976-2016). The task is: Predict the reactants needed to synthesize the given product. (1) Given the product [Cl:20][C:15]1[CH:14]=[C:13]([C:11]2[CH:10]=[C:9]([C:21]([F:24])([F:23])[F:22])[N:8]=[C:7]([N:5]3[CH:6]=[C:2]([C:29]4[CH:30]=[CH:31][C:26]([NH2:25])=[N:27][CH:28]=4)[N:3]=[CH:4]3)[N:12]=2)[CH:18]=[CH:17][C:16]=1[Cl:19], predict the reactants needed to synthesize it. The reactants are: Br[C:2]1[N:3]=[CH:4][N:5]([C:7]2[N:12]=[C:11]([C:13]3[CH:18]=[CH:17][C:16]([Cl:19])=[C:15]([Cl:20])[CH:14]=3)[CH:10]=[C:9]([C:21]([F:24])([F:23])[F:22])[N:8]=2)[CH:6]=1.[NH2:25][C:26]1[CH:31]=[CH:30][C:29](B2OC(C)(C)C(C)(C)O2)=[CH:28][N:27]=1. (2) Given the product [Cl:28][C:25]1[CH:24]=[CH:23][C:22]([CH2:21][C:19]2[N:20]=[C:15]([NH:14][CH:11]3[CH2:12][CH2:13][NH:8][CH2:9][CH2:10]3)[N:16]=[C:17]([C:29]([OH:32])([CH3:31])[CH3:30])[CH:18]=2)=[CH:27][CH:26]=1, predict the reactants needed to synthesize it. The reactants are: C(OC([N:8]1[CH2:13][CH2:12][CH:11]([NH:14][C:15]2[N:20]=[C:19]([CH2:21][C:22]3[CH:27]=[CH:26][C:25]([Cl:28])=[CH:24][CH:23]=3)[CH:18]=[C:17]([C:29]([OH:32])([CH3:31])[CH3:30])[N:16]=2)[CH2:10][CH2:9]1)=O)(C)(C)C.FC(F)(F)C(O)=O.C(=O)([O-])[O-].[Na+].[Na+]. (3) Given the product [F:33][C:34]1([F:40])[CH2:39][CH2:38][N:37]([C:65](=[O:66])[CH2:64][O:63][C:62]2[CH:61]=[CH:60][C:59]([C@H:57]3[CH2:58][C@@H:56]3[C:54]([NH:53][C@@H:51]([C:48]3[CH:47]=[CH:46][C:45]([O:44][CH2:43][C:42]([F:41])([F:70])[F:71])=[CH:50][N:49]=3)[CH3:52])=[O:55])=[CH:69][CH:68]=2)[CH2:36][CH2:35]1, predict the reactants needed to synthesize it. The reactants are: CN(C(ON1N=NC2C=CC=CC1=2)=[N+](C)C)C.F[P-](F)(F)(F)(F)F.C(N(CC)CC)C.Cl.[F:33][C:34]1([F:40])[CH2:39][CH2:38][NH:37][CH2:36][CH2:35]1.[F:41][C:42]([F:71])([F:70])[CH2:43][O:44][C:45]1[CH:46]=[CH:47][C:48]([C@H:51]([NH:53][C:54]([C@H:56]2[CH2:58][C@@H:57]2[C:59]2[CH:69]=[CH:68][C:62]([O:63][CH2:64][C:65](O)=[O:66])=[CH:61][CH:60]=2)=[O:55])[CH3:52])=[N:49][CH:50]=1.Cl. (4) Given the product [C:1]([C:5]1[CH:10]=[CH:9][C:8]([S:11]([N:14]([C:15]2[CH:20]=[CH:19][CH:18]=[C:17]([N:21]([CH3:22])[CH3:23])[CH:16]=2)[CH2:24][C:25]([N:31]([CH:28]2[CH2:30][CH2:29]2)[CH2:32][C:33]2[CH:34]=[C:35]([O:41][CH3:42])[CH:36]=[C:37]([O:39][CH3:40])[CH:38]=2)=[O:26])(=[O:13])=[O:12])=[CH:7][CH:6]=1)([CH3:2])([CH3:3])[CH3:4], predict the reactants needed to synthesize it. The reactants are: [C:1]([C:5]1[CH:10]=[CH:9][C:8]([S:11]([N:14]([CH2:24][C:25](O)=[O:26])[C:15]2[CH:20]=[CH:19][CH:18]=[C:17]([N:21]([CH3:23])[CH3:22])[CH:16]=2)(=[O:13])=[O:12])=[CH:7][CH:6]=1)([CH3:4])([CH3:3])[CH3:2].[CH:28]1([NH:31][CH2:32][C:33]2[CH:38]=[C:37]([O:39][CH3:40])[CH:36]=[C:35]([O:41][CH3:42])[CH:34]=2)[CH2:30][CH2:29]1. (5) Given the product [F:24][C:21]1[CH:22]=[CH:23][C:18]([C:16]2[N:32]([C:31]3[CH:26]=[CH:27][C:28]([S:34]([NH2:37])(=[O:36])=[O:35])=[CH:29][CH:30]=3)[N:33]=[C:3]([C:2]([F:1])([F:8])[F:9])[CH:15]=2)=[CH:19][CH:20]=1, predict the reactants needed to synthesize it. The reactants are: [F:1][C:2]([F:9])([F:8])[C:3](OCC)=O.C[O-].[Na+].CO.[CH3:15][C:16]([C:18]1[CH:23]=[CH:22][C:21]([F:24])=[CH:20][CH:19]=1)=O.Cl.[CH:26]1[C:31]([NH:32][NH2:33])=[CH:30][CH:29]=[C:28]([S:34]([NH2:37])(=[O:36])=[O:35])[CH:27]=1.Cl. (6) Given the product [CH3:34][C@H:14]1[C:15]2[C:20]([N:21]3[CH2:26][CH2:25][N:24]([C:27]([O:29][C:30]([CH3:33])([CH3:32])[CH3:31])=[O:28])[CH2:23][CH2:22]3)=[N:19][CH:18]=[N:17][C:16]=2[C:12](=[O:11])[CH2:13]1, predict the reactants needed to synthesize it. The reactants are: C(Cl)(=O)C(Cl)=O.CS(C)=O.[OH:11][CH:12]1[C:16]2[N:17]=[CH:18][N:19]=[C:20]([N:21]3[CH2:26][CH2:25][N:24]([C:27]([O:29][C:30]([CH3:33])([CH3:32])[CH3:31])=[O:28])[CH2:23][CH2:22]3)[C:15]=2[C@H:14]([CH3:34])[CH2:13]1.O. (7) Given the product [CH:1]1([C:7]2[CH:8]=[CH:9][C:10]([C:11]([N:22]3[C:23]4[CH:29]=[CH:28][CH:27]=[CH:26][C:24]=4[CH2:25][N:19]4[CH:18]=[CH:17][CH:16]=[C:20]4[CH2:21]3)=[O:13])=[CH:14][CH:15]=2)[CH2:2][CH2:3][CH2:4][CH2:5][CH2:6]1, predict the reactants needed to synthesize it. The reactants are: [CH:1]1([C:7]2[CH:15]=[CH:14][C:10]([C:11]([OH:13])=O)=[CH:9][CH:8]=2)[CH2:6][CH2:5][CH2:4][CH2:3][CH2:2]1.[CH:16]1[CH:17]=[CH:18][N:19]2[CH2:25][C:24]3[CH:26]=[CH:27][CH:28]=[CH:29][C:23]=3[NH:22][CH2:21][C:20]=12.C(N(CC)C(C)C)(C)C.